From a dataset of Forward reaction prediction with 1.9M reactions from USPTO patents (1976-2016). Predict the product of the given reaction. (1) Given the reactants CC1(C)[N:6]([C:7]([O:9][C:10]([CH3:13])([CH3:12])[CH3:11])=[O:8])[C@@H:5]([CH:14]=[CH2:15])[CH2:4][O:3]1.O.C1(C)C=CC(S(O)(=O)=O)=CC=1, predict the reaction product. The product is: [OH:3][CH2:4][C@@H:5]([NH:6][C:7](=[O:8])[O:9][C:10]([CH3:13])([CH3:12])[CH3:11])[CH:14]=[CH2:15]. (2) Given the reactants [N+:1]([CH:4]([CH3:15])[CH:5]([OH:14])[CH2:6][O:7][C:8]1[CH:13]=[CH:12][CH:11]=[CH:10][CH:9]=1)([O-])=O, predict the reaction product. The product is: [NH2:1][CH:4]([CH3:15])[CH:5]([OH:14])[CH2:6][O:7][C:8]1[CH:9]=[CH:10][CH:11]=[CH:12][CH:13]=1. (3) Given the reactants Br[C:2]1[CH2:11][CH2:10][C:9]2[C:4](=[CH:5][CH:6]=[C:7]([O:12][CH3:13])[CH:8]=2)[C:3]=1[O:14]C(=O)C.[CH3:18][O:19][C:20]1[CH:25]=[C:24]([O:26][CH3:27])[CH:23]=[CH:22][C:21]=1B(O)O.[F-].[K+].[OH-].[Na+].Cl, predict the reaction product. The product is: [CH3:18][O:19][C:20]1[CH:25]=[C:24]([O:26][CH3:27])[CH:23]=[CH:22][C:21]=1[CH:2]1[CH2:11][CH2:10][C:9]2[C:4](=[CH:5][CH:6]=[C:7]([O:12][CH3:13])[CH:8]=2)[C:3]1=[O:14]. (4) Given the reactants [F:1][C:2]1[CH:3]=[C:4]([CH:17]=[CH:18][C:19]=1[C:20]1[C:24]([C:25]2[CH:30]=[CH:29][N:28]=[CH:27][CH:26]=2)=[CH:23][N:22]([CH3:31])[N:21]=1)[O:5][CH2:6][C:7]1[CH:16]=[CH:15][C:14]2[C:9](=[CH:10][CH:11]=[CH:12][CH:13]=2)[N:8]=1.FC1C=C(O)C=CC=1C1C(C2C=CN=CC=2)=CN(C[C:51]([F:54])([F:53])[F:52])N=1, predict the reaction product. The product is: [F:1][C:2]1[CH:3]=[C:4]([CH:17]=[CH:18][C:19]=1[C:20]1[C:24]([C:25]2[CH:30]=[CH:29][N:28]=[CH:27][CH:26]=2)=[CH:23][N:22]([CH2:31][C:51]([F:54])([F:53])[F:52])[N:21]=1)[O:5][CH2:6][C:7]1[CH:16]=[CH:15][C:14]2[C:9](=[CH:10][CH:11]=[CH:12][CH:13]=2)[N:8]=1. (5) The product is: [CH3:16][N:5]1[C:6]([C:7]2[CH:8]=[C:9]([C:12]([O:14][CH3:15])=[O:13])[S:10][CH:11]=2)=[C:2]([CH3:17])[CH:3]=[N:4]1. Given the reactants Br[C:2]1[CH:3]=[N:4][N:5]([CH3:16])[C:6]=1[C:7]1[CH:8]=[C:9]([C:12]([O:14][CH3:15])=[O:13])[S:10][CH:11]=1.[CH3:17]B1OB(C)OB(C)O1.C([O-])([O-])=O.[K+].[K+], predict the reaction product. (6) Given the reactants Br[CH2:2][C:3]1[CH:10]=[CH:9][C:6]([C:7]#[N:8])=[CH:5][C:4]=1[C:11]([F:14])([F:13])[F:12].[NH:15]1[C:23]2[C:18](=[CH:19][C:20]([CH:24]=[O:25])=[CH:21][CH:22]=2)[CH:17]=[N:16]1, predict the reaction product. The product is: [CH:24]([C:20]1[CH:19]=[C:18]2[C:23](=[CH:22][CH:21]=1)[N:15]([CH2:2][C:3]1[CH:10]=[CH:9][C:6]([C:7]#[N:8])=[CH:5][C:4]=1[C:11]([F:14])([F:13])[F:12])[N:16]=[CH:17]2)=[O:25]. (7) Given the reactants [CH3:1][S:2](Cl)(=[O:4])=[O:3].[Cl:6][C:7]1[CH:8]=[CH:9][C:10]([NH:27][C:28]2[C:36]3[C:31](=[CH:32][N:33]=[CH:34][CH:35]=3)[O:30][C:29]=2[C:37]2[N:42]=[CH:41][CH:40]=[CH:39][N:38]=2)=[C:11]2[C:15]=1[N:14]([C:16]([O:18][C:19]([CH3:22])([CH3:21])[CH3:20])=[O:17])[N:13]=[C:12]2[CH2:23][CH2:24][CH2:25][OH:26].C(N(CC)CC)C, predict the reaction product. The product is: [Cl:6][C:7]1[CH:8]=[CH:9][C:10]([NH:27][C:28]2[C:36]3[C:31](=[CH:32][N:33]=[CH:34][CH:35]=3)[O:30][C:29]=2[C:37]2[N:38]=[CH:39][CH:40]=[CH:41][N:42]=2)=[C:11]2[C:15]=1[N:14]([C:16]([O:18][C:19]([CH3:20])([CH3:22])[CH3:21])=[O:17])[N:13]=[C:12]2[CH2:23][CH2:24][CH2:25][O:26][S:2]([CH3:1])(=[O:4])=[O:3].